From a dataset of Peptide-MHC class I binding affinity with 185,985 pairs from IEDB/IMGT. Regression. Given a peptide amino acid sequence and an MHC pseudo amino acid sequence, predict their binding affinity value. This is MHC class I binding data. (1) The peptide sequence is TEQAFYTRV. The binding affinity (normalized) is 0. The MHC is HLA-A02:01 with pseudo-sequence HLA-A02:01. (2) The peptide sequence is ILNRKAIDF. The MHC is HLA-A69:01 with pseudo-sequence HLA-A69:01. The binding affinity (normalized) is 0.0847. (3) The peptide sequence is GQPIPIAGL. The MHC is HLA-B48:01 with pseudo-sequence HLA-B48:01. The binding affinity (normalized) is 0.473. (4) The peptide sequence is KRLAETLAL. The MHC is HLA-B27:05 with pseudo-sequence HLA-B27:05. The binding affinity (normalized) is 0.528.